From a dataset of Full USPTO retrosynthesis dataset with 1.9M reactions from patents (1976-2016). Predict the reactants needed to synthesize the given product. Given the product [CH2:40]([O:39][C:37]([N:7]1[CH2:8][C@H:9]([O:20][CH2:21][C:22]2[CH:23]=[CH:24][C:25]3[O:30][CH2:29][CH2:28][N:27]([CH2:31][CH2:32][CH2:33][O:34][CH3:35])[C:26]=3[CH:36]=2)[C@@H:10]([C:12]2[CH:17]=[CH:16][C:15]([O:18][CH3:19])=[CH:14][CH:13]=2)[CH2:11][C@@H:6]1[C:4]([OH:5])=[O:3])=[O:38])[C:41]1[CH:46]=[CH:45][CH:44]=[CH:43][CH:42]=1, predict the reactants needed to synthesize it. The reactants are: CC[O:3][C:4]([C@H:6]1[CH2:11][C@H:10]([C:12]2[CH:17]=[CH:16][C:15]([O:18][CH3:19])=[CH:14][CH:13]=2)[C@@H:9]([O:20][CH2:21][C:22]2[CH:23]=[CH:24][C:25]3[O:30][CH2:29][CH2:28][N:27]([CH2:31][CH2:32][CH2:33][O:34][CH3:35])[C:26]=3[CH:36]=2)[CH2:8][N:7]1[C:37]([O:39][CH2:40][C:41]1[CH:46]=[CH:45][CH:44]=[CH:43][CH:42]=1)=[O:38])=[O:5].[OH-].[Li+].Cl.CCOC(C)=O.CCCCCCC.C(O)(=O)C.